From a dataset of Catalyst prediction with 721,799 reactions and 888 catalyst types from USPTO. Predict which catalyst facilitates the given reaction. (1) Reactant: [CH3:1][N:2]1[C:6](=[O:7])[C:5]([CH3:9])([CH3:8])[NH:4][C:3]1=[O:10].C(O[I:15](C1C=CC=CC=1)OC(=O)C)(=O)C.II. Product: [I:15][N:4]1[C:5]([CH3:9])([CH3:8])[C:6](=[O:7])[N:2]([CH3:1])[C:3]1=[O:10]. The catalyst class is: 23. (2) Product: [F:1][C:2]([F:12])([F:13])[C:3]1[CH:4]=[C:5]([C:9]2([C:10]#[N:11])[CH2:21][CH2:20][O:19][CH2:18][CH2:17]2)[CH:6]=[CH:7][CH:8]=1. The catalyst class is: 3. Reactant: [F:1][C:2]([F:13])([F:12])[C:3]1[CH:4]=[C:5]([CH2:9][C:10]#[N:11])[CH:6]=[CH:7][CH:8]=1.[H-].[Na+].Cl[CH2:17][CH2:18][O:19][CH2:20][CH2:21]Cl. (3) Reactant: [N:1]1[CH:6]=[CH:5][C:4]([CH2:7][CH2:8][CH2:9][OH:10])=[CH:3][CH:2]=1.[H][H].O.CO. Product: [NH:1]1[CH2:6][CH2:5][CH:4]([CH2:7][CH2:8][CH2:9][OH:10])[CH2:3][CH2:2]1. The catalyst class is: 331.